This data is from Full USPTO retrosynthesis dataset with 1.9M reactions from patents (1976-2016). The task is: Predict the reactants needed to synthesize the given product. (1) Given the product [CH2:2]([C@H:4]([NH:11][C:12]([C:14]1[C:23]2[C:18](=[CH:19][CH:20]=[CH:21][CH:22]=2)[N:17]=[C:16]([C:24]2[CH:25]=[CH:26][CH:27]=[CH:28][CH:29]=2)[C:15]=1[N:30]1[CH2:34][CH2:33][CH2:32][C@H:31]1[CH2:35][CH2:41][OH:42])=[O:13])[C:5]1[CH:6]=[CH:7][CH:8]=[CH:9][CH:10]=1)[CH3:3], predict the reactants needed to synthesize it. The reactants are: Cl.[CH2:2]([C@H:4]([NH:11][C:12]([C:14]1[C:23]2[C:18](=[CH:19][CH:20]=[CH:21][CH:22]=2)[N:17]=[C:16]([C:24]2[CH:29]=[CH:28][CH:27]=[CH:26][CH:25]=2)[C:15]=1[N:30]1[CH2:34][CH2:33][CH2:32][C@H:31]1[C:35](OC)=O)=[O:13])[C:5]1[CH:10]=[CH:9][CH:8]=[CH:7][CH:6]=1)[CH3:3].[BH4-].[Na+].[CH3:41][OH:42]. (2) The reactants are: [NH2:1][C:2]1[C:3]([C:17]([O:19][CH3:20])=[O:18])=[N:4][C:5](B2OC(C)(C)C(C)(C)O2)=[CH:6][N:7]=1.Br[C:22]1[C:27]([F:28])=[CH:26][CH:25]=[CH:24][N:23]=1.C(=O)([O-])[O-].[Cs+].[Cs+]. Given the product [NH2:1][C:2]1[C:3]([C:17]([O:19][CH3:20])=[O:18])=[N:4][C:5]([C:22]2[C:27]([F:28])=[CH:26][CH:25]=[CH:24][N:23]=2)=[CH:6][N:7]=1, predict the reactants needed to synthesize it.